Dataset: Experimentally validated miRNA-target interactions with 360,000+ pairs, plus equal number of negative samples. Task: Binary Classification. Given a miRNA mature sequence and a target amino acid sequence, predict their likelihood of interaction. The miRNA is cel-miR-229-5p with sequence AAUGACACUGGUUAUCUUUUCCAUCG. The protein sequence of the target gene is MAPPTFADLGKSAKDLFNKGYNFGFLKIDSTTRAGDNKEVEFKSAASHNIGSGKLGGNLDVKYKIPQYGITLTEKWNTENQLGTVIEVNEQFGRGLKVTLDSLYAPHAGKRSGKVKLDWALPTARVTADVGVTSAPVINAAGVFSRDGWLIGAAATFDSSSNKLAATSLAFGHSTPQYTLHSFVINSTDFGASLYHKVASNVEVGTQLGWKVGGNGADYALATKYAPSRDLTVRAKVNSSSQVAVAATHSLSPALKLTLSTQFNLAANDAHKFGLGLEFDPSN. Result: 1 (interaction).